From a dataset of Reaction yield outcomes from USPTO patents with 853,638 reactions. Predict the reaction yield, written as a fraction of the theoretical maximum amount of product (1.0 means a 100% yield; for example, 0.34 means a 34% yield). The reactants are [F:1][C:2]1[CH:3]=[CH:4][C:5]([CH:19]=[O:20])=[C:6]([NH:8][C:9](=[O:18])[CH2:10][CH2:11][C:12]2[CH:17]=[CH:16][CH:15]=[CH:14][CH:13]=2)[CH:7]=1.[F:21][C:22]([SiH3])([F:24])[F:23].[F-].C([N+](CCCC)(CCCC)CCCC)CCC.Cl. The catalyst is CCOCC.C1COCC1. The product is [F:1][C:2]1[CH:3]=[CH:4][C:5]([CH:19]([OH:20])[C:22]([F:24])([F:23])[F:21])=[C:6]([NH:8][C:9](=[O:18])[CH2:10][CH2:11][C:12]2[CH:13]=[CH:14][CH:15]=[CH:16][CH:17]=2)[CH:7]=1. The yield is 0.674.